Dataset: NCI-60 drug combinations with 297,098 pairs across 59 cell lines. Task: Regression. Given two drug SMILES strings and cell line genomic features, predict the synergy score measuring deviation from expected non-interaction effect. (1) Drug 1: CC1=C(N=C(N=C1N)C(CC(=O)N)NCC(C(=O)N)N)C(=O)NC(C(C2=CN=CN2)OC3C(C(C(C(O3)CO)O)O)OC4C(C(C(C(O4)CO)O)OC(=O)N)O)C(=O)NC(C)C(C(C)C(=O)NC(C(C)O)C(=O)NCCC5=NC(=CS5)C6=NC(=CS6)C(=O)NCCC[S+](C)C)O. Drug 2: COCCOC1=C(C=C2C(=C1)C(=NC=N2)NC3=CC=CC(=C3)C#C)OCCOC.Cl. Cell line: OVCAR-4. Synergy scores: CSS=20.9, Synergy_ZIP=-4.12, Synergy_Bliss=-4.00, Synergy_Loewe=-8.95, Synergy_HSA=-2.63. (2) Drug 1: C1=CN(C=N1)CC(O)(P(=O)(O)O)P(=O)(O)O. Drug 2: CS(=O)(=O)OCCCCOS(=O)(=O)C. Cell line: SF-539. Synergy scores: CSS=4.47, Synergy_ZIP=-6.00, Synergy_Bliss=-7.05, Synergy_Loewe=-4.13, Synergy_HSA=-3.77. (3) Drug 1: C1=CC(=CC=C1CC(C(=O)O)N)N(CCCl)CCCl.Cl. Drug 2: C1CN(P(=O)(OC1)NCCCl)CCCl. Cell line: SK-MEL-5. Synergy scores: CSS=-0.947, Synergy_ZIP=-2.06, Synergy_Bliss=-1.93, Synergy_Loewe=-12.3, Synergy_HSA=-7.35. (4) Drug 1: CC(CN1CC(=O)NC(=O)C1)N2CC(=O)NC(=O)C2. Drug 2: CN1C2=C(C=C(C=C2)N(CCCl)CCCl)N=C1CCCC(=O)O.Cl. Cell line: HOP-92. Synergy scores: CSS=21.2, Synergy_ZIP=-7.52, Synergy_Bliss=1.10, Synergy_Loewe=2.13, Synergy_HSA=3.39.